From a dataset of Full USPTO retrosynthesis dataset with 1.9M reactions from patents (1976-2016). Predict the reactants needed to synthesize the given product. (1) Given the product [C:21]([C:7]1[C:6]([OH:5])=[C:20]([CH:20]([CH3:10])[CH:6]=[CH2:7])[C:10]2[CH2:11][C:12]3([O:19][C:9]=2[CH:8]=1)[CH2:18][CH2:17][CH2:16][CH2:15][CH2:14][CH2:13]3)([CH3:23])([CH3:24])[CH3:22], predict the reactants needed to synthesize it. The reactants are: C([O:5][C:6]1[C:7]([C:21]([CH3:24])([CH3:23])[CH3:22])=[CH:8][C:9]2[O:19][C:12]3([CH2:18][CH2:17][CH2:16][CH2:15][CH2:14][CH2:13]3)[CH2:11][C:10]=2[CH:20]=1)C=CC. (2) Given the product [Cl:6][C:7]1[C:8]([N:13]2[CH2:14][CH:15]=[C:16]([C:19]#[N:20])[CH2:17][CH2:18]2)=[N:9][CH:10]=[CH:11][CH:12]=1, predict the reactants needed to synthesize it. The reactants are: P(Cl)(Cl)(Cl)=O.[Cl:6][C:7]1[C:8]([N:13]2[CH2:18][CH2:17][C:16](O)([C:19]#[N:20])[CH2:15][CH2:14]2)=[N:9][CH:10]=[CH:11][CH:12]=1.